This data is from Reaction yield outcomes from USPTO patents with 853,638 reactions. The task is: Predict the reaction yield, written as a fraction of the theoretical maximum amount of product (1.0 means a 100% yield; for example, 0.34 means a 34% yield). (1) The reactants are [C:1]([O:5][C:6](=[O:22])[NH:7][CH2:8][CH2:9][C:10](=[C:12]1C(=O)O[C:15](C)([CH3:19])[O:14][C:13]1=[O:21])[OH:11])([CH3:4])([CH3:3])[CH3:2]. The catalyst is C(O)C. The product is [CH2:15]([O:14][C:13](=[O:21])[CH2:12][C:10](=[O:11])[CH2:9][CH2:8][NH:7][C:6]([O:5][C:1]([CH3:3])([CH3:2])[CH3:4])=[O:22])[CH3:19]. The yield is 0.980. (2) The reactants are C[O:2][C:3](=[O:28])[C:4]1[CH:9]=[CH:8][C:7]([NH:10][C:11]([NH:13][C:14]2[CH:19]=[N:18][C:17]([CH3:20])=[CH:16][N:15]=2)=[O:12])=[C:6]([O:21][CH2:22][CH2:23][CH2:24][N:25]([CH3:27])[CH3:26])[CH:5]=1.[OH-].[Li+].Cl. The catalyst is CO. The product is [CH3:27][N:25]([CH3:26])[CH2:24][CH2:23][CH2:22][O:21][C:6]1[CH:5]=[C:4]([CH:9]=[CH:8][C:7]=1[NH:10][C:11]([NH:13][C:14]1[CH:19]=[N:18][C:17]([CH3:20])=[CH:16][N:15]=1)=[O:12])[C:3]([OH:28])=[O:2]. The yield is 0.520. (3) The reactants are C[Al](C)C.[CH3:5][O:6][C:7]1[CH:8]=[C:9]([CH2:15][CH2:16][C:17]2[CH:18]=[C:19]([NH2:22])[NH:20][N:21]=2)[CH:10]=[C:11]([O:13][CH3:14])[CH:12]=1.[CH2:23]1[CH:28]2[CH2:29][CH2:30][CH2:31][N:27]2[CH2:26][CH2:25][N:24]1[C:32]1[N:37]=[CH:36][C:35]([C:38](OC)=[O:39])=[CH:34][N:33]=1. The catalyst is C1(C)C=CC=CC=1. The product is [CH2:23]1[CH:28]2[CH2:29][CH2:30][CH2:31][N:27]2[CH2:26][CH2:25][N:24]1[C:32]1[N:37]=[CH:36][C:35]([C:38]([NH:22][C:19]2[NH:20][N:21]=[C:17]([CH2:16][CH2:15][C:9]3[CH:8]=[C:7]([O:6][CH3:5])[CH:12]=[C:11]([O:13][CH3:14])[CH:10]=3)[CH:18]=2)=[O:39])=[CH:34][N:33]=1. The yield is 0.300. (4) The reactants are Br[C:2]1[CH:7]=[CH:6][C:5]([O:8][CH3:9])=[C:4]([O:10][CH:11]([F:13])[F:12])[C:3]=1[O:14][CH2:15][O:16][CH3:17].C(=O)([O-])[O-].[Cs+].[Cs+].CC1(C)C(C)(C)OB([C:32]2[CH:33]=[C:34]3[C:38](=[CH:39][CH:40]=2)[C:37](=[O:41])[O:36][CH2:35]3)O1. The catalyst is CN(C)C=O.[Pd].C1(P(C2C=CC=CC=2)C2C=CC=CC=2)C=CC=CC=1.C1(P(C2C=CC=CC=2)C2C=CC=CC=2)C=CC=CC=1.C1(P(C2C=CC=CC=2)C2C=CC=CC=2)C=CC=CC=1.C1(P(C2C=CC=CC=2)C2C=CC=CC=2)C=CC=CC=1. The product is [F:12][CH:11]([F:13])[O:10][C:4]1[C:3]([O:14][CH2:15][O:16][CH3:17])=[C:2]([C:32]2[CH:33]=[C:34]3[C:38](=[CH:39][CH:40]=2)[C:37](=[O:41])[O:36][CH2:35]3)[CH:7]=[CH:6][C:5]=1[O:8][CH3:9]. The yield is 0.568. (5) The reactants are [CH2:1]([O:3][C:4](=[O:32])[CH:5]([C:10]1[CH:11]=[C:12]([C:22]2[CH:27]=[CH:26][C:25]([C:28]([F:31])([F:30])[F:29])=[CH:24][CH:23]=2)[CH:13]=[C:14]([CH:16]2[CH2:21][CH2:20][CH2:19][NH:18][CH2:17]2)[CH:15]=1)[CH2:6][CH:7]([CH3:9])[CH3:8])[CH3:2].BrC[C:35]1[CH:44]=[CH:43][C:38]2[N:39]([CH3:42])[N:40]=[N:41][C:37]=2[CH:36]=1.[CH:45](N(C(C)C)CC)(C)C.CN(C=O)C. The yield is 0.960. The product is [CH2:1]([O:3][C:4](=[O:32])[CH:5]([C:10]1[CH:11]=[C:12]([C:22]2[CH:23]=[CH:24][C:25]([C:28]([F:29])([F:30])[F:31])=[CH:26][CH:27]=2)[CH:13]=[C:14]([CH:16]2[CH2:21][CH2:20][CH2:19][N:18]([CH2:45][C:44]3[CH:35]=[CH:36][C:37]4[N:41]=[N:40][N:39]([CH3:42])[C:38]=4[CH:43]=3)[CH2:17]2)[CH:15]=1)[CH2:6][CH:7]([CH3:9])[CH3:8])[CH3:2]. The catalyst is CC#N.CCOC(C)=O. (6) The reactants are [C:1]([O:5][C:6](=[O:16])[CH2:7][P:8]([O:13][CH2:14][CH3:15])([O:10][CH2:11][CH3:12])=[O:9])([CH3:4])([CH3:3])[CH3:2].[H-].[Na+].[CH2:19](I)[CH3:20]. The catalyst is CN(C)C=O.C(OCC)(=O)C. The product is [C:1]([O:5][C:6](=[O:16])[CH:7]([P:8]([O:10][CH2:11][CH3:12])([O:13][CH2:14][CH3:15])=[O:9])[CH2:19][CH3:20])([CH3:3])([CH3:2])[CH3:4]. The yield is 0.830. (7) The reactants are [F:1][CH2:2][C:3]1([S:6]([NH:9][C:10]([C@@:12]2([NH:17]C(=O)OC(C)(C)C)[CH2:14][C@H:13]2[CH:15]=[CH2:16])=[O:11])(=[O:8])=[O:7])[CH2:5][CH2:4]1.[ClH:25]. The catalyst is O1CCOCC1. The product is [ClH:25].[NH2:17][C@:12]1([C:10]([NH:9][S:6]([C:3]2([CH2:2][F:1])[CH2:5][CH2:4]2)(=[O:8])=[O:7])=[O:11])[CH2:14][C@H:13]1[CH:15]=[CH2:16]. The yield is 0.720.